This data is from NCI-60 drug combinations with 297,098 pairs across 59 cell lines. The task is: Regression. Given two drug SMILES strings and cell line genomic features, predict the synergy score measuring deviation from expected non-interaction effect. (1) Drug 1: CC1=C2C(C(=O)C3(C(CC4C(C3C(C(C2(C)C)(CC1OC(=O)C(C(C5=CC=CC=C5)NC(=O)OC(C)(C)C)O)O)OC(=O)C6=CC=CC=C6)(CO4)OC(=O)C)OC)C)OC. Drug 2: CCC1(CC2CC(C3=C(CCN(C2)C1)C4=CC=CC=C4N3)(C5=C(C=C6C(=C5)C78CCN9C7C(C=CC9)(C(C(C8N6C=O)(C(=O)OC)O)OC(=O)C)CC)OC)C(=O)OC)O.OS(=O)(=O)O. Cell line: SK-MEL-2. Synergy scores: CSS=33.5, Synergy_ZIP=-5.24, Synergy_Bliss=-8.83, Synergy_Loewe=-10.2, Synergy_HSA=-4.77. (2) Drug 1: CN(C)C1=NC(=NC(=N1)N(C)C)N(C)C. Drug 2: CCN(CC)CCNC(=O)C1=C(NC(=C1C)C=C2C3=C(C=CC(=C3)F)NC2=O)C. Cell line: SW-620. Synergy scores: CSS=-1.02, Synergy_ZIP=1.44, Synergy_Bliss=2.57, Synergy_Loewe=-2.22, Synergy_HSA=-1.13. (3) Drug 1: COC1=C2C(=CC3=C1OC=C3)C=CC(=O)O2. Drug 2: C1CNP(=O)(OC1)N(CCCl)CCCl. Cell line: OVCAR-4. Synergy scores: CSS=2.47, Synergy_ZIP=1.70, Synergy_Bliss=4.26, Synergy_Loewe=3.54, Synergy_HSA=1.72. (4) Drug 1: CC(CN1CC(=O)NC(=O)C1)N2CC(=O)NC(=O)C2. Drug 2: CS(=O)(=O)OCCCCOS(=O)(=O)C. Cell line: MDA-MB-435. Synergy scores: CSS=-5.08, Synergy_ZIP=1.82, Synergy_Bliss=1.57, Synergy_Loewe=-13.7, Synergy_HSA=-8.51. (5) Drug 1: CCC1=CC2CC(C3=C(CN(C2)C1)C4=CC=CC=C4N3)(C5=C(C=C6C(=C5)C78CCN9C7C(C=CC9)(C(C(C8N6C)(C(=O)OC)O)OC(=O)C)CC)OC)C(=O)OC.C(C(C(=O)O)O)(C(=O)O)O. Drug 2: C#CCC(CC1=CN=C2C(=N1)C(=NC(=N2)N)N)C3=CC=C(C=C3)C(=O)NC(CCC(=O)O)C(=O)O. Cell line: SF-295. Synergy scores: CSS=39.0, Synergy_ZIP=-5.56, Synergy_Bliss=-5.33, Synergy_Loewe=-2.52, Synergy_HSA=-3.44. (6) Drug 1: CC(C1=C(C=CC(=C1Cl)F)Cl)OC2=C(N=CC(=C2)C3=CN(N=C3)C4CCNCC4)N. Drug 2: CC1C(C(CC(O1)OC2CC(OC(C2O)C)OC3=CC4=CC5=C(C(=O)C(C(C5)C(C(=O)C(C(C)O)O)OC)OC6CC(C(C(O6)C)O)OC7CC(C(C(O7)C)O)OC8CC(C(C(O8)C)O)(C)O)C(=C4C(=C3C)O)O)O)O. Cell line: HCC-2998. Synergy scores: CSS=14.7, Synergy_ZIP=-0.326, Synergy_Bliss=5.73, Synergy_Loewe=4.46, Synergy_HSA=4.23. (7) Drug 1: CNC(=O)C1=CC=CC=C1SC2=CC3=C(C=C2)C(=NN3)C=CC4=CC=CC=N4. Drug 2: C(CCl)NC(=O)N(CCCl)N=O. Cell line: M14. Synergy scores: CSS=-6.00, Synergy_ZIP=2.25, Synergy_Bliss=-0.0825, Synergy_Loewe=-4.47, Synergy_HSA=-4.19.